Predict the product of the given reaction. From a dataset of Forward reaction prediction with 1.9M reactions from USPTO patents (1976-2016). (1) Given the reactants [CH:1]1[CH:6]=[N:5][C:3](=[S:4])[N:2]=1.C(N(CC)C(C)C)(C)C.Br[CH2:17][C:18]([O:20][CH3:21])=[O:19], predict the reaction product. The product is: [NH:2]1[CH:1]=[CH:6][N:5]=[C:3]1[S:4][CH2:17][C:18]([O:20][CH3:21])=[O:19]. (2) Given the reactants [Si:1]([O:8][CH:9]1[CH:14]=[C:13]([C:15]2[CH:20]=[CH:19][N:18]=[CH:17][C:16]=2[N+:21]([O-])=O)[O:12][CH:11]([CH3:24])[C:10]1([CH3:26])[OH:25])([C:4]([CH3:7])([CH3:6])[CH3:5])([CH3:3])[CH3:2], predict the reaction product. The product is: [NH2:21][C:16]1[CH:17]=[N:18][CH:19]=[CH:20][C:15]=1[C:13]1[O:12][CH:11]([CH3:24])[C:10]([CH3:26])([OH:25])[CH:9]([O:8][Si:1]([C:4]([CH3:5])([CH3:7])[CH3:6])([CH3:2])[CH3:3])[CH:14]=1. (3) Given the reactants [C:1]([C:5]1[CH:10]=[CH:9][C:8]([C:11]2[N:12]([C:30](Cl)=[O:31])[C@H:13]([C:23]3[CH:28]=[CH:27][C:26]([Cl:29])=[CH:25][CH:24]=3)[C@H:14]([C:16]3[CH:21]=[CH:20][C:19]([Cl:22])=[CH:18][CH:17]=3)[N:15]=2)=[C:7]([O:33][CH2:34][CH3:35])[CH:6]=1)([CH3:4])([CH3:3])[CH3:2].[N:36]1([C:42](=[O:50])[CH2:43][N:44]2[CH2:49][CH2:48][NH:47][CH2:46][CH2:45]2)[CH2:41][CH2:40][O:39][CH2:38][CH2:37]1, predict the reaction product. The product is: [ClH:22].[C:1]([C:5]1[CH:10]=[CH:9][C:8]([C:11]2[N:12]([C:30]([N:47]3[CH2:46][CH2:45][N:44]([CH2:43][C:42]([N:36]4[CH2:37][CH2:38][O:39][CH2:40][CH2:41]4)=[O:50])[CH2:49][CH2:48]3)=[O:31])[C@H:13]([C:23]3[CH:24]=[CH:25][C:26]([Cl:29])=[CH:27][CH:28]=3)[C@H:14]([C:16]3[CH:17]=[CH:18][C:19]([Cl:22])=[CH:20][CH:21]=3)[N:15]=2)=[C:7]([O:33][CH2:34][CH3:35])[CH:6]=1)([CH3:4])([CH3:2])[CH3:3].